From a dataset of Catalyst prediction with 721,799 reactions and 888 catalyst types from USPTO. Predict which catalyst facilitates the given reaction. Product: [CH2:29]1[C:30]2[C:35](=[CH:34][CH:33]=[CH:32][CH:31]=2)[CH2:27][CH:28]1[NH:36][C:37]1[N:38]=[CH:39][C:40]2[CH2:45][N:44]([C:1]([O:23][CH2:22][CH:20]3[CH2:21][N:16]4[CH:15]=[CH:14][N:13]=[C:17]4[CH2:18][CH2:19]3)=[O:2])[CH2:43][C:41]=2[N:42]=1. Reactant: [C:1](N1C=CN=C1)(N1C=CN=C1)=[O:2].[N:13]1[CH:14]=[CH:15][N:16]2[CH2:21][CH:20]([CH2:22][OH:23])[CH2:19][CH2:18][C:17]=12.O.Cl.Cl.[CH2:27]1[C:35]2[C:30](=[CH:31][CH:32]=[CH:33][CH:34]=2)[CH2:29][CH:28]1[NH:36][C:37]1[N:38]=[CH:39][C:40]2[CH2:45][NH:44][CH2:43][C:41]=2[N:42]=1.C(N(C(C)C)CC)(C)C. The catalyst class is: 4.